From a dataset of Forward reaction prediction with 1.9M reactions from USPTO patents (1976-2016). Predict the product of the given reaction. Given the reactants C(=O)([O-])[O-].[K+].[K+].[CH3:7][O:8][C:9]1[CH:10]=[C:11]([CH:14]=[CH:15][CH:16]=1)[CH2:12]Br.[CH2:17]([O:24][C:25]1[CH:26]=[C:27]2[C:31](=[CH:32][CH:33]=1)[NH:30][C:29]([C:34]([O:36][CH2:37][CH3:38])=[O:35])=[C:28]2[Br:39])[C:18]1[CH:23]=[CH:22][CH:21]=[CH:20][CH:19]=1, predict the reaction product. The product is: [CH2:17]([O:24][C:25]1[CH:26]=[C:27]2[C:31](=[CH:32][CH:33]=1)[N:30]([CH2:12][C:11]1[CH:14]=[CH:15][CH:16]=[C:9]([O:8][CH3:7])[CH:10]=1)[C:29]([C:34]([O:36][CH2:37][CH3:38])=[O:35])=[C:28]2[Br:39])[C:18]1[CH:19]=[CH:20][CH:21]=[CH:22][CH:23]=1.